From a dataset of Forward reaction prediction with 1.9M reactions from USPTO patents (1976-2016). Predict the product of the given reaction. The product is: [CH3:22][C:23]1[O:21][C:3]2[C:2]([N:1]=1)=[CH:19][C:6]1[CH2:7][CH2:8][N:9]([C:12]([O:14][C:15]([CH3:17])([CH3:18])[CH3:16])=[O:13])[CH2:10][CH2:11][C:5]=1[C:4]=2[CH3:20]. Given the reactants [NH2:1][C:2]1[C:3]([OH:21])=[C:4]([CH3:20])[C:5]2[CH2:11][CH2:10][N:9]([C:12]([O:14][C:15]([CH3:18])([CH3:17])[CH3:16])=[O:13])[CH2:8][CH2:7][C:6]=2[CH:19]=1.[C:22](OC)(OC)(OC)[CH3:23].C1(C)C=CC(S([O-])(=O)=O)=CC=1.[NH+]1C=CC=CC=1, predict the reaction product.